Dataset: Full USPTO retrosynthesis dataset with 1.9M reactions from patents (1976-2016). Task: Predict the reactants needed to synthesize the given product. (1) Given the product [Cl:1][C:2]1[C:7]([Cl:8])=[CH:6][CH:5]=[CH:4][C:3]=1[S:9]([NH:12][C:13]1[N:14]=[CH:15][C:16]([S:21][CH2:22][C@@H:23]([C:25]([OH:27])=[O:26])[NH2:24])=[N:17][C:18]=1[O:19][CH3:20])(=[O:11])=[O:10], predict the reactants needed to synthesize it. The reactants are: [Cl:1][C:2]1[C:7]([Cl:8])=[CH:6][CH:5]=[CH:4][C:3]=1[S:9]([NH:12][C:13]1[N:14]=[CH:15][C:16]([S:21][CH2:22][C@@H:23]([C:25]([O:27]C)=[O:26])[NH2:24])=[N:17][C:18]=1[O:19][CH3:20])(=[O:11])=[O:10].[OH-].[Li+].Cl. (2) Given the product [CH3:13][C:12]1([CH3:14])[NH:8][CH2:9][CH:10]([CH2:15][N:16]2[C:24]3[C:19](=[CH:20][C:21]([C:25]4[CH:26]=[N:27][N:28]([CH:30]5[CH2:35][CH2:34][CH2:33][CH2:32][O:31]5)[CH:29]=4)=[CH:22][CH:23]=3)[CH:18]=[CH:17]2)[CH2:11]1, predict the reactants needed to synthesize it. The reactants are: C([N:8]1[C:12]([CH3:14])([CH3:13])[CH2:11][CH:10]([CH2:15][N:16]2[C:24]3[C:19](=[CH:20][C:21]([C:25]4[CH:26]=[N:27][N:28]([CH:30]5[CH2:35][CH2:34][CH2:33][CH2:32][O:31]5)[CH:29]=4)=[CH:22][CH:23]=3)[CH:18]=[CH:17]2)[CH2:9]1)C1C=CC=CC=1.C([O-])=O.[NH4+].C(OCC)(=O)C. (3) Given the product [Br:1][C:2]1[CH:3]=[CH:4][CH:5]=[C:6]2[C:11]=1[CH2:10][N:9]([C:12]([O:14][C:15]([CH3:17])([CH3:16])[CH3:18])=[O:13])[CH2:8][CH:7]2[OH:19], predict the reactants needed to synthesize it. The reactants are: [Br:1][C:2]1[CH:3]=[CH:4][CH:5]=[C:6]2[C:11]=1[CH2:10][N:9]([C:12]([O:14][C:15]([CH3:18])([CH3:17])[CH3:16])=[O:13])[CH2:8][C:7]2=[O:19].[BH4-].[Na+]. (4) Given the product [Cl:1][C:2]1[C:3]([O:10][CH3:11])=[C:4]([C:16]([CH3:18])([CH3:17])[C:15]#[N:23])[CH:5]=[CH:6][C:7]=1[CH3:8], predict the reactants needed to synthesize it. The reactants are: [Cl:1][C:2]1[C:7]([CH3:8])=[CH:6][CH:5]=[C:4](F)[C:3]=1[O:10][CH3:11].N(O)=O.[C:15](O)(=O)[CH:16]([CH3:18])[CH3:17].C[Si](C)(C)[N-:23][Si](C)(C)C.[K+].S(=O)(=O)(O)O. (5) Given the product [OH:48][C:45]1([CH2:44][CH2:43][CH2:42][O:1][C:2]2[CH:11]=[C:10]3[C:5]([C:6]([O:12][C:13]4[CH:18]=[CH:17][C:16]([N:19]([C:28]5[CH:33]=[CH:32][CH:31]=[CH:30][CH:29]=5)[C:20]([C:22]5([C:25]([NH2:27])=[O:26])[CH2:24][CH2:23]5)=[O:21])=[CH:15][C:14]=4[F:34])=[CH:7][CH:8]=[N:9]3)=[CH:4][C:3]=2[O:35][CH3:36])[CH2:47][CH2:46]1, predict the reactants needed to synthesize it. The reactants are: [OH:1][C:2]1[CH:11]=[C:10]2[C:5]([C:6]([O:12][C:13]3[CH:18]=[CH:17][C:16]([N:19]([C:28]4[CH:33]=[CH:32][CH:31]=[CH:30][CH:29]=4)[C:20]([C:22]4([C:25]([NH2:27])=[O:26])[CH2:24][CH2:23]4)=[O:21])=[CH:15][C:14]=3[F:34])=[CH:7][CH:8]=[N:9]2)=[CH:4][C:3]=1[O:35][CH3:36].CS(O[CH2:42][CH2:43][CH2:44][C:45]1([OH:48])[CH2:47][CH2:46]1)(=O)=O.C([O-])([O-])=O.[Cs+].[Cs+]. (6) The reactants are: [CH:1]1[C:13]2[CH:12]([CH2:14][O:15][C:16]([NH:18][C:19]3([C:23](O)=[O:24])[CH2:22][O:21][CH2:20]3)=[O:17])[C:11]3[C:6](=[CH:7][CH:8]=[CH:9][CH:10]=3)[C:5]=2[CH:4]=[CH:3][CH:2]=1.Cl.CN(C)CCCN=C=NCC.O.ON1C2C=CC=CC=2N=N1.[Cl:49][C:50]1[CH:51]=[C:52]([F:72])[C:53]([C:66]2[N:70]=[C:69]([CH3:71])[O:68][N:67]=2)=[C:54]([C:56]2[CH:57]=[C:58]([F:65])[C:59]([C@H:62]([NH2:64])[CH3:63])=[N:60][CH:61]=2)[CH:55]=1.C([O-])(O)=O.[Na+]. Given the product [CH:10]1[C:11]2[CH:12]([CH2:14][O:15][C:16](=[O:17])[NH:18][C:19]3([C:23](=[O:24])[NH:64][C@@H:62]([C:59]4[C:58]([F:65])=[CH:57][C:56]([C:54]5[CH:55]=[C:50]([Cl:49])[CH:51]=[C:52]([F:72])[C:53]=5[C:66]5[N:70]=[C:69]([CH3:71])[O:68][N:67]=5)=[CH:61][N:60]=4)[CH3:63])[CH2:22][O:21][CH2:20]3)[C:13]3[C:5](=[CH:4][CH:3]=[CH:2][CH:1]=3)[C:6]=2[CH:7]=[CH:8][CH:9]=1, predict the reactants needed to synthesize it.